Dataset: Reaction yield outcomes from USPTO patents with 853,638 reactions. Task: Predict the reaction yield, written as a fraction of the theoretical maximum amount of product (1.0 means a 100% yield; for example, 0.34 means a 34% yield). (1) The reactants are [Br:1][C:2]1[CH:3]=[C:4]2[C:9](=[CH:10][CH:11]=1)[CH2:8][C:7](=O)[CH2:6][CH2:5]2.[BH3-]C#[N:15].[Na+].Cl. The catalyst is CO. The product is [Br:1][C:2]1[CH:3]=[C:4]2[C:9](=[CH:10][CH:11]=1)[CH2:8][CH:7]([NH2:15])[CH2:6][CH2:5]2. The yield is 0.650. (2) The reactants are Cl.Cl.[Br:3][C:4]1[CH:5]=[CH:6][C:7]([CH:10]2[CH2:15][O:14][CH2:13][CH2:12][NH:11]2)=[N:8][CH:9]=1.C([O-])([O-])=O.[K+].[K+].[C:22](O[C:22]([O:24][C:25]([CH3:28])([CH3:27])[CH3:26])=[O:23])([O:24][C:25]([CH3:28])([CH3:27])[CH3:26])=[O:23]. The catalyst is O1CCOCC1.O. The product is [Br:3][C:4]1[CH:5]=[CH:6][C:7]([CH:10]2[CH2:15][O:14][CH2:13][CH2:12][N:11]2[C:22]([O:24][C:25]([CH3:28])([CH3:27])[CH3:26])=[O:23])=[N:8][CH:9]=1. The yield is 0.870. (3) The reactants are [F:1][C:2]1[CH:7]=[CH:6][C:5]([CH:8]2[C:13]3=[N:14][NH:15][C:16](=[O:21])[C:17]4[CH:18]=[CH:19][CH:20]=[C:11]([C:12]=43)[NH:10][CH:9]2[C:22]2[CH:29]=[CH:28][C:25]([CH:26]=O)=[CH:24][CH:23]=2)=[CH:4][CH:3]=1.[CH3:30][N:31]1[CH2:36][CH2:35][NH:34][CH2:33][CH2:32]1.C(O)(=O)C.C(O[BH-](OC(=O)C)OC(=O)C)(=O)C.[Na+]. The catalyst is ClCCl. The product is [F:1][C:2]1[CH:3]=[CH:4][C:5]([CH:8]2[C:13]3=[N:14][NH:15][C:16](=[O:21])[C:17]4[CH:18]=[CH:19][CH:20]=[C:11]([C:12]=43)[NH:10][CH:9]2[C:22]2[CH:23]=[CH:24][C:25]([CH2:26][N:34]3[CH2:35][CH2:36][N:31]([CH3:30])[CH2:32][CH2:33]3)=[CH:28][CH:29]=2)=[CH:6][CH:7]=1. The yield is 0.220. (4) The reactants are [Br:1][C:2]1[CH:3]=[C:4]([CH2:11][CH3:12])[C:5]2OC[O:7][C:6]=2[CH:10]=1.C([Li])CCC.C[O:19]C(C1N(C2C=CC=CC=2C(F)(F)F)S(=O)(=O)C2C=CC=CC=2C=1OS(C(F)(F)F)(=O)=O)=O. The catalyst is O1CCCC1.[Br-].[Zn+2].[Br-].C1(P(C2C=CC=CC=2)C2C=CC=CC=2)C=CC=CC=1.C1(P(C2C=CC=CC=2)C2C=CC=CC=2)C=CC=CC=1.C1(P(C2C=CC=CC=2)C2C=CC=CC=2)C=CC=CC=1.C1(P(C2C=CC=CC=2)C2C=CC=CC=2)C=CC=CC=1.[Pd]. The product is [Br:1][C:2]1[CH:10]=[C:6]([OH:7])[CH:5]=[C:4]([CH2:11][CH2:12][OH:19])[CH:3]=1. The yield is 0.530. (5) The reactants are [F:1][C:2]1[CH:36]=[C:35]([NH:37][C:38]([NH:40][C:41]2[CH:45]=[C:44]([CH3:46])[O:43][N:42]=2)=[O:39])[CH:34]=[CH:33][C:3]=1[O:4][C:5]1[CH:10]=[CH:9][N:8]=[C:7]2[CH:11]=[C:12]([C:14]3[N:19]=[CH:18][C:17]([CH2:20][N:21]([CH2:29][CH2:30][O:31][CH3:32])C(=O)OC(C)(C)C)=[CH:16][CH:15]=3)[S:13][C:6]=12.C(O)(C(F)(F)F)=O. The catalyst is ClCCl. The product is [F:1][C:2]1[CH:36]=[C:35]([NH:37][C:38]([NH:40][C:41]2[CH:45]=[C:44]([CH3:46])[O:43][N:42]=2)=[O:39])[CH:34]=[CH:33][C:3]=1[O:4][C:5]1[CH:10]=[CH:9][N:8]=[C:7]2[CH:11]=[C:12]([C:14]3[CH:15]=[CH:16][C:17]([CH2:20][NH:21][CH2:29][CH2:30][O:31][CH3:32])=[CH:18][N:19]=3)[S:13][C:6]=12. The yield is 0.450. (6) The reactants are [F:1][C:2]([F:14])([CH:11]([F:13])[F:12])[CH:3](O)[CH2:4][C:5]([O:7][CH2:8][CH3:9])=[O:6].O=P12OP3(OP(OP(O3)(O1)=O)(=O)O2)=O. No catalyst specified. The product is [F:1][C:2]([F:14])([CH:11]([F:12])[F:13])/[CH:3]=[CH:4]/[C:5]([O:7][CH2:8][CH3:9])=[O:6]. The yield is 0.760. (7) The reactants are C([O:4][CH2:5][C:6]1[C:7]([N:32]2[N:41]=[CH:40][C:39]3[C:34](=[C:35]([F:46])[CH:36]=[C:37]([C:42]([CH3:45])([CH3:44])[CH3:43])[CH:38]=3)[C:33]2=[O:47])=[N:8][CH:9]=[CH:10][C:11]=1[C:12]1[CH:17]=[C:16]([NH:18][C:19]2[CH:24]=[CH:23][C:22]([N:25]3[CH2:28][CH:27]([OH:29])[CH2:26]3)=[CH:21][N:20]=2)[C:15](=[O:30])[N:14]([CH3:31])[CH:13]=1)(=O)C.[OH-].[Li+]. The product is [C:42]([C:37]1[CH:38]=[C:39]2[C:34](=[C:35]([F:46])[CH:36]=1)[C:33](=[O:47])[N:32]([C:7]1[C:6]([CH2:5][OH:4])=[C:11]([C:12]3[CH:17]=[C:16]([NH:18][C:19]4[CH:24]=[CH:23][C:22]([N:25]5[CH2:28][CH:27]([OH:29])[CH2:26]5)=[CH:21][N:20]=4)[C:15](=[O:30])[N:14]([CH3:31])[CH:13]=3)[CH:10]=[CH:9][N:8]=1)[N:41]=[CH:40]2)([CH3:45])([CH3:43])[CH3:44]. The yield is 0.310. The catalyst is C(O)(C)C.C1COCC1.O.